From a dataset of Forward reaction prediction with 1.9M reactions from USPTO patents (1976-2016). Predict the product of the given reaction. (1) Given the reactants CC[O:3][C:4]([C:6]1[N:7](C(OC(C)(C)C)=O)[C:8]2[C:13]([CH:14]=1)=[C:12]([O:15][CH2:16][C:17]1[C:21]3[CH:22]=[CH:23][C:24]([O:26][CH2:27][CH3:28])=[CH:25][C:20]=3[O:19][CH:18]=1)[CH:11]=[CH:10][CH:9]=2)=[O:5].[OH-].[K+], predict the reaction product. The product is: [CH2:27]([O:26][C:24]1[CH:23]=[CH:22][C:21]2[C:17]([CH2:16][O:15][C:12]3[CH:11]=[CH:10][CH:9]=[C:8]4[C:13]=3[CH:14]=[C:6]([C:4]([OH:5])=[O:3])[NH:7]4)=[CH:18][O:19][C:20]=2[CH:25]=1)[CH3:28]. (2) Given the reactants Br[C:2]1[CH:7]=[CH:6][C:5]2[C:8]3[CH2:13][CH2:12][N:11]([C:14]([O:16][C:17]([CH3:20])([CH3:19])[CH3:18])=[O:15])[CH2:10][C:9]=3[S:21][C:4]=2[CH:3]=1.[F:22][C:23]1[CH:24]=[CH:25][C:26]([CH2:29][O:30][C:31]2[CH:36]=[CH:35][NH:34][C:33](=[O:37])[CH:32]=2)=[N:27][CH:28]=1, predict the reaction product. The product is: [F:22][C:23]1[CH:24]=[CH:25][C:26]([CH2:29][O:30][C:31]2[CH:36]=[CH:35][N:34]([C:2]3[CH:7]=[CH:6][C:5]4[C:8]5[CH2:13][CH2:12][N:11]([C:14]([O:16][C:17]([CH3:20])([CH3:19])[CH3:18])=[O:15])[CH2:10][C:9]=5[S:21][C:4]=4[CH:3]=3)[C:33](=[O:37])[CH:32]=2)=[N:27][CH:28]=1. (3) Given the reactants [NH:1]1[C:9]2[C:4](=[CH:5][CH:6]=[CH:7][CH:8]=2)[C:3]2([C:21]3[C:12](=[CH:13][C:14]4OC[CH2:17][O:16][C:15]=4[CH:20]=3)[O:11][CH2:10]2)[C:2]1=[O:22].N1C2C(=CC=CC=2)[C@@]2(C3C(=CC4OCCOC=4C=3)[O:33][CH2:32]2)C1=O.Cl[CH2:46][C:47]1[CH:52]=[CH:51][C:50]([C:53]([F:56])([F:55])[F:54])=[CH:49][N:48]=1.BrCCCCC, predict the reaction product. The product is: [F:54][C:53]([F:56])([F:55])[C:50]1[CH:51]=[CH:52][C:47]([CH2:46][N:1]2[C:9]3[C:4](=[CH:5][CH:6]=[CH:7][CH:8]=3)[C:3]3([C:21]4[C:12](=[CH:13][C:14]5[CH2:32][O:33][CH2:17][O:16][C:15]=5[CH:20]=4)[O:11][CH2:10]3)[C:2]2=[O:22])=[N:48][CH:49]=1.